Dataset: Reaction yield outcomes from USPTO patents with 853,638 reactions. Task: Predict the reaction yield, written as a fraction of the theoretical maximum amount of product (1.0 means a 100% yield; for example, 0.34 means a 34% yield). (1) The reactants are BrCCBr.Cl[Si](C)(C)C.I[CH:11]1[CH2:14][N:13]([C:15]([O:17][C:18]([CH3:21])([CH3:20])[CH3:19])=[O:16])[CH2:12]1.[C:22]([C:25]1[CH:32]=[C:31]([Cl:33])[C:28]([C:29]#[N:30])=[C:27](I)[C:26]=1[O:35][CH2:36][CH3:37])(=[O:24])[CH3:23].[Cl-].[NH4+]. The catalyst is CN(C)C(=O)C.[Zn].C1C=CC(/C=C/C(/C=C/C2C=CC=CC=2)=O)=CC=1.C1C=CC(/C=C/C(/C=C/C2C=CC=CC=2)=O)=CC=1.C1C=CC(/C=C/C(/C=C/C2C=CC=CC=2)=O)=CC=1.[Pd].[Pd].O1C=CC=C1P(C1OC=CC=1)C1OC=CC=1. The product is [C:22]([C:25]1[C:26]([O:35][CH2:36][CH3:37])=[C:27]([CH:11]2[CH2:14][N:13]([C:15]([O:17][C:18]([CH3:21])([CH3:20])[CH3:19])=[O:16])[CH2:12]2)[C:28]([C:29]#[N:30])=[C:31]([Cl:33])[CH:32]=1)(=[O:24])[CH3:23]. The yield is 0.880. (2) The reactants are [Se](=O)=[O:2].Br[CH2:5][C:6]([C:8]1[CH:9]=[C:10]([CH3:14])[CH:11]=[CH:12][CH:13]=1)=[O:7].[CH2:15]([OH:17])[CH3:16]. No catalyst specified. The product is [CH3:14][C:10]1[CH:9]=[C:8]([C:6](=[O:7])[C:5]([O:17][CH2:15][CH3:16])=[O:2])[CH:13]=[CH:12][CH:11]=1. The yield is 0.810. (3) The reactants are [N:1]([CH2:4][CH2:5][CH2:6][C:7]1([C:20]2[CH:25]=[CH:24][CH:23]=[CH:22][CH:21]=2)[NH:11][N:10]=[C:9]([C:12]2[CH:17]=[C:16]([F:18])[CH:15]=[CH:14][C:13]=2[F:19])[S:8]1)=[N+:2]=[N-:3].[C:26]([O:30][C:31](C(C)C(O)=O)=[O:32])([CH3:29])([CH3:28])[CH3:27].CCN=C=NC[CH2:44][CH2:45][N:46](C)C.C1C=CC2N(O)N=NC=2C=1.CN([CH:62]=[O:63])C. No catalyst specified. The product is [N:1]([CH2:4][CH2:5][CH2:6][C:7]1([C:20]2[CH:25]=[CH:24][CH:23]=[CH:22][CH:21]=2)[N:11]([C:62](=[O:63])[CH:45]([NH:46][C:31](=[O:32])[O:30][C:26]([CH3:27])([CH3:28])[CH3:29])[CH3:44])[N:10]=[C:9]([C:12]2[CH:17]=[C:16]([F:18])[CH:15]=[CH:14][C:13]=2[F:19])[S:8]1)=[N+:2]=[N-:3]. The yield is 0.940. (4) The reactants are [Br:1][C:2]1[CH:10]=[CH:9][CH:8]=[C:7]2[C:3]=1[CH2:4][C:5](=[N:12]O)[C:6]2=[O:11].P(Cl)(Cl)(Cl)(Cl)[Cl:15]. The catalyst is C(Cl)(Cl)Cl. The product is [Br:1][C:2]1[CH:10]=[CH:9][CH:8]=[C:7]2[C:3]=1[CH:4]=[C:5]([Cl:15])[NH:12][C:6]2=[O:11]. The yield is 0.450. (5) The reactants are COC[O:4][C:5]1[CH:10]=[CH:9][C:8]([O:11]COC)=[CH:7][C:6]=1[C@@H:15]1[CH2:19][C@H:18]([CH3:20])[CH2:17][C@@H:16]1[C:21]([C:23]1[CH:28]=[CH:27][C:26]([O:29]COC)=[CH:25][CH:24]=1)=O.C1(C)C=CC(S(O)(=O)=O)=CC=1.C([BH3-])#N.[Na+].Cl. The catalyst is CO.BrCOC1C(O)=CC=C(C)C=1.CCOC(C)=O. The product is [OH:29][C:26]1[CH:25]=[CH:24][C:23]([C@H:21]2[C@H:16]3[CH2:17][C@@H:18]([CH3:19])[CH2:20][C@H:15]3[C:6]3[CH:7]=[C:8]([OH:11])[CH:9]=[CH:10][C:5]=3[O:4]2)=[CH:28][CH:27]=1. The yield is 0.700. (6) The reactants are [Cl:1][C:2]1[CH:7]=[CH:6][CH:5]=[CH:4][C:3]=1[S:8]([NH:11][C:12]1[C:17]([C:18]2[CH:23]=[CH:22][C:21]([CH2:24]Cl)=[CH:20][CH:19]=2)=[N:16][CH:15]=[CH:14][N:13]=1)(=[O:10])=[O:9].[F:26][C:27]1[CH:34]=[C:33]([F:35])[CH:32]=[CH:31][C:28]=1[NH:29][CH3:30]. No catalyst specified. The product is [Cl:1][C:2]1[CH:7]=[CH:6][CH:5]=[CH:4][C:3]=1[S:8]([NH:11][C:12]1[C:17]([C:18]2[CH:19]=[CH:20][C:21]([CH2:24][N:29]([C:28]3[CH:31]=[CH:32][C:33]([F:35])=[CH:34][C:27]=3[F:26])[CH3:30])=[CH:22][CH:23]=2)=[N:16][CH:15]=[CH:14][N:13]=1)(=[O:10])=[O:9]. The yield is 0.770. (7) The reactants are [H-].[Na+].[Br:3][CH:4]1[CH:8]=[N:7][N:6]=[CH:5]1.[CH3:9][O:10][C:11](=[O:15])[CH:12](Cl)[CH3:13]. The catalyst is CN(C=O)C. The product is [CH3:9][O:10][C:11](=[O:15])[CH:12]([N:6]1[CH:5]=[C:4]([Br:3])[CH:8]=[N:7]1)[CH3:13]. The yield is 0.770. (8) The reactants are [F:1][C:2]1[CH:7]=[CH:6][C:5]([C@@H:8]2[CH2:13][CH2:12][NH:11][CH2:10][C@H:9]2[CH2:14][OH:15])=[CH:4][CH:3]=1.C(N(CC)CC)C.[C:23](O[C:23]([O:25][C:26]([CH3:29])([CH3:28])[CH3:27])=[O:24])([O:25][C:26]([CH3:29])([CH3:28])[CH3:27])=[O:24]. The catalyst is C(Cl)Cl. The product is [F:1][C:2]1[CH:7]=[CH:6][C:5]([C@@H:8]2[CH2:13][CH2:12][N:11]([C:23]([O:25][C:26]([CH3:29])([CH3:28])[CH3:27])=[O:24])[CH2:10][C@H:9]2[CH2:14][OH:15])=[CH:4][CH:3]=1. The yield is 0.920. (9) The reactants are [CH:1]1([NH:4][C:5]2[N:10]3[N:11]=[C:12]([NH2:14])[N:13]=[C:9]3[CH:8]=[C:7]([C:15]([F:18])([F:17])[F:16])[CH:6]=2)[CH2:3][CH2:2]1.N1C=CC=CC=1.[CH3:25][N:26]([CH2:28][C:29]1[CH:37]=[CH:36][C:32]([C:33](Cl)=[O:34])=[CH:31][CH:30]=1)[CH3:27]. The catalyst is ClCCl. The product is [CH:1]1([NH:4][C:5]2[N:10]3[N:11]=[C:12]([NH:14][C:33](=[O:34])[C:32]4[CH:36]=[CH:37][C:29]([CH2:28][N:26]([CH3:25])[CH3:27])=[CH:30][CH:31]=4)[N:13]=[C:9]3[CH:8]=[C:7]([C:15]([F:16])([F:17])[F:18])[CH:6]=2)[CH2:2][CH2:3]1. The yield is 0.520. (10) The reactants are CC1C2C(=CC=CC=2[N+]([O-])=O)NC=1.[CH3:14][C:15]1[C:23]2[C:18](=[CH:19][C:20]([N+:24]([O-])=O)=[CH:21][CH:22]=2)[NH:17][CH:16]=1. The catalyst is C(O)C.[Pd]. The product is [CH3:14][C:15]1[C:23]2[C:18](=[CH:19][C:20]([NH2:24])=[CH:21][CH:22]=2)[NH:17][CH:16]=1. The yield is 0.240.